Regression. Given two drug SMILES strings and cell line genomic features, predict the synergy score measuring deviation from expected non-interaction effect. From a dataset of NCI-60 drug combinations with 297,098 pairs across 59 cell lines. Drug 1: CC1C(C(=O)NC(C(=O)N2CCCC2C(=O)N(CC(=O)N(C(C(=O)O1)C(C)C)C)C)C(C)C)NC(=O)C3=C4C(=C(C=C3)C)OC5=C(C(=O)C(=C(C5=N4)C(=O)NC6C(OC(=O)C(N(C(=O)CN(C(=O)C7CCCN7C(=O)C(NC6=O)C(C)C)C)C)C(C)C)C)N)C. Drug 2: C1=CN(C=N1)CC(O)(P(=O)(O)O)P(=O)(O)O. Cell line: MALME-3M. Synergy scores: CSS=15.7, Synergy_ZIP=-3.47, Synergy_Bliss=6.31, Synergy_Loewe=-16.5, Synergy_HSA=2.26.